This data is from Full USPTO retrosynthesis dataset with 1.9M reactions from patents (1976-2016). The task is: Predict the reactants needed to synthesize the given product. (1) Given the product [NH:1]1[C:5]2[CH:6]=[CH:7][CH:8]=[CH:9][C:4]=2[N:3]=[C:2]1[C:10]([C:12]1[CH:17]=[CH:16][C:15]([OH:18])=[CH:14][CH:13]=1)=[O:11], predict the reactants needed to synthesize it. The reactants are: [NH:1]1[C:5]2[CH:6]=[CH:7][CH:8]=[CH:9][C:4]=2[N:3]=[C:2]1[C:10]([C:12]1[CH:17]=[CH:16][C:15]([O:18]CC2C=CC(OC)=CC=2)=[CH:14][CH:13]=1)=[O:11].C(O)(C(F)(F)F)=O.C([O-])(O)=O.[Na+]. (2) Given the product [CH3:49][O:48][C:12]1[CH:11]=[C:10]([CH:15]=[CH:14][C:13]=1[NH:16][C:17]1[N:22]=[C:21]([NH:23][C:24]2[CH:25]=[CH:26][C:27]([C@H:35]3[CH2:36][CH2:37][C@@H:38]([C:41](=[O:42])[NH:51][CH3:50])[CH2:39][CH2:40]3)=[C:28]3[C:32]=2[C:31](=[O:33])[N:30]([CH3:34])[CH2:29]3)[C:20]([C:44]([F:47])([F:46])[F:45])=[CH:19][N:18]=1)[CH2:9][P:4](=[O:5])([O:3][CH2:1][CH3:2])[O:6][CH2:7][CH3:8], predict the reactants needed to synthesize it. The reactants are: [CH2:1]([O:3][P:4]([CH2:9][C:10]1[CH:15]=[CH:14][C:13]([NH:16][C:17]2[N:22]=[C:21]([NH:23][C:24]3[CH:25]=[CH:26][C:27]([C@@H:35]4[CH2:40][CH2:39][C@H:38]([C:41](O)=[O:42])[CH2:37][CH2:36]4)=[C:28]4[C:32]=3[C:31](=[O:33])[N:30]([CH3:34])[CH2:29]4)[C:20]([C:44]([F:47])([F:46])[F:45])=[CH:19][N:18]=2)=[C:12]([O:48][CH3:49])[CH:11]=1)([O:6][CH2:7][CH3:8])=[O:5])[CH3:2].[CH3:50][N:51](C(ON1N=NC2C=CC=CC1=2)=[N+](C)C)C.[B-](F)(F)(F)F.[Cl-].C[NH3+].CCN(C(C)C)C(C)C. (3) Given the product [NH2:1][C:4]1[CH:5]=[CH:6][C:7]([N:10]2[CH2:14][CH2:13][C@@H:12]([OH:15])[CH2:11]2)=[N:8][CH:9]=1, predict the reactants needed to synthesize it. The reactants are: [N+:1]([C:4]1[CH:5]=[CH:6][C:7]([N:10]2[CH2:14][CH2:13][C@@H:12]([OH:15])[CH2:11]2)=[N:8][CH:9]=1)([O-])=O. (4) Given the product [CH2:1]([O:8][CH:9]1[C:17]([CH3:19])([CH3:18])[CH2:16][C:15]2[N:14]([C:24]3[CH:29]=[C:28]([I:30])[CH:27]=[CH:26][N:25]=3)[N:13]=[C:12]([C:20]([OH:22])=[O:21])[C:11]=2[CH2:10]1)[C:2]1[CH:7]=[CH:6][CH:5]=[CH:4][CH:3]=1, predict the reactants needed to synthesize it. The reactants are: [CH2:1]([O:8][CH:9]1[C:17]([CH3:19])([CH3:18])[CH2:16][C:15]2[NH:14][N:13]=[C:12]([C:20]([OH:22])=[O:21])[C:11]=2[CH2:10]1)[C:2]1[CH:7]=[CH:6][CH:5]=[CH:4][CH:3]=1.F[C:24]1[CH:29]=[C:28]([I:30])[CH:27]=[CH:26][N:25]=1. (5) Given the product [F:1][C:2]1[CH:8]=[CH:7][C:5]([NH:6][C:11]2[C:12]([CH3:17])=[CH:13][C:14]([CH3:16])=[CH:15][C:10]=2[CH3:9])=[CH:4][CH:3]=1, predict the reactants needed to synthesize it. The reactants are: [F:1][C:2]1[CH:8]=[CH:7][C:5]([NH2:6])=[CH:4][CH:3]=1.[CH3:9][C:10]1[CH:15]=[C:14]([CH3:16])[CH:13]=[C:12]([CH3:17])[C:11]=1Br.C1(P(C2C=CC=CC=2)C2C=CC3C(=CC=CC=3)C=2C2C3C(=CC=CC=3)C=CC=2P(C2C=CC=CC=2)C2C=CC=CC=2)C=CC=CC=1.CC(C)([O-])C.[Na+]. (6) Given the product [C:24]([O:28][C:29]([NH:1][C@H:2]([CH2:6][C:7]1[CH:12]=[CH:11][C:10]([CH2:13][CH3:14])=[C:9]([CH2:15][CH3:16])[CH:8]=1)[C:3]([OH:5])=[O:4])=[O:30])([CH3:27])([CH3:26])[CH3:25], predict the reactants needed to synthesize it. The reactants are: [NH2:1][C@H:2]([CH2:6][C:7]1[CH:12]=[CH:11][C:10]([CH2:13][CH3:14])=[C:9]([CH2:15][CH3:16])[CH:8]=1)[C:3]([OH:5])=[O:4].C([O-])([O-])=O.[Na+].[Na+].O.[C:24]([O:28][C:29](O[C:29]([O:28][C:24]([CH3:27])([CH3:26])[CH3:25])=[O:30])=[O:30])([CH3:27])([CH3:26])[CH3:25]. (7) Given the product [NH2:24][C:21]1[CH:22]=[CH:23][C:18]([O:17][C:16]2[CH:15]=[CH:14][N:13]=[C:12]3[N:8]([CH2:7][C:6]4[CH:5]=[CH:4][C:3]([O:2][CH3:1])=[CH:40][CH:39]=4)[N:9]=[C:10]([CH:26]4[CH2:27][CH2:28][N:29]([C:32]([O:34][C:35]([CH3:37])([CH3:36])[CH3:38])=[O:33])[CH2:30][CH2:31]4)[C:11]=23)=[C:19]([F:25])[CH:20]=1, predict the reactants needed to synthesize it. The reactants are: [CH3:1][O:2][C:3]1[CH:40]=[CH:39][C:6]([CH2:7][N:8]2[C:12]3=[N:13][CH:14]=[CH:15][C:16]([O:17][C:18]4[CH:23]=[CH:22][C:21]([NH2:24])=[CH:20][C:19]=4[F:25])=[C:11]3[C:10]([C:26]3[CH2:31][CH2:30][N:29]([C:32]([O:34][C:35]([CH3:38])([CH3:37])[CH3:36])=[O:33])[CH2:28][CH:27]=3)=[N:9]2)=[CH:5][CH:4]=1.CC1C=CC(S(NN)(=O)=O)=CC=1.